This data is from Catalyst prediction with 721,799 reactions and 888 catalyst types from USPTO. The task is: Predict which catalyst facilitates the given reaction. (1) Reactant: [Cl:1][C:2]1[C:3]([CH2:8][NH:9][C:10]([CH:12]2[CH2:17][CH2:16][CH:15]([NH:18][CH2:19][CH2:20][O:21][CH3:22])[CH2:14][CH2:13]2)=[O:11])=[N:4][CH:5]=[CH:6][N:7]=1.C(N(CC)CC)C.[CH2:30]([O:37][C:38](ON1C(=O)CCC1=O)=[O:39])[C:31]1[CH:36]=[CH:35][CH:34]=[CH:33][CH:32]=1.Cl. Product: [Cl:1][C:2]1[C:3]([CH2:8][NH:9][C:10]([CH:12]2[CH2:17][CH2:16][CH:15]([N:18]([CH2:19][CH2:20][O:21][CH3:22])[C:38](=[O:39])[O:37][CH2:30][C:31]3[CH:36]=[CH:35][CH:34]=[CH:33][CH:32]=3)[CH2:14][CH2:13]2)=[O:11])=[N:4][CH:5]=[CH:6][N:7]=1. The catalyst class is: 38. (2) Reactant: [C:1]([NH:4][C:5]1[S:6][CH:7]=[C:8](S(Cl)(=O)=O)[N:9]=1)(=[O:3])[CH3:2].[CH2:14]([S:21][C:22]1[N:27]=[C:26]([NH:28][S:29]([CH3:32])(=[O:31])=[O:30])[CH:25]=[C:24]([NH:33][C@H:34]([CH3:37])[CH2:35]O)[N:23]=1)[C:15]1[CH:20]=[CH:19][CH:18]=[CH:17][CH:16]=1.S(Cl)(Cl)(=O)=O.Cl.N1C=CC=C[CH:45]=1. Product: [CH2:14]([S:21][C:22]1[N:27]=[C:26]([NH:28][S:29]([C:32]2[S:6][C:5]([NH:4][C:1](=[O:3])[CH3:2])=[N:9][C:8]=2[CH3:7])(=[O:31])=[O:30])[CH:25]=[C:24]([NH:33][C@H:34]([CH3:37])[CH2:35][CH3:45])[N:23]=1)[C:15]1[CH:20]=[CH:19][CH:18]=[CH:17][CH:16]=1. The catalyst class is: 1. (3) Reactant: [CH3:1][O:2][C:3]1[CH:4]=[C:5]([CH:26]=[CH:27][CH:28]=1)[O:6][CH2:7][CH2:8][CH2:9][CH2:10][CH2:11][CH2:12][CH2:13][CH2:14][N:15]1C(=O)C2=CC=CC=C2C1=O.O.NN.C(OC1C=C(CN)C=CC=1)CCCCC. Product: [CH3:1][O:2][C:3]1[CH:4]=[C:5]([CH:26]=[CH:27][CH:28]=1)[O:6][CH2:7][CH2:8][CH2:9][CH2:10][CH2:11][CH2:12][CH2:13][CH2:14][NH2:15]. The catalyst class is: 14. (4) Reactant: [Cl:1][C:2]1[CH:7]=[CH:6][C:5]([C:8]2([C:11]3[C:20]4[C:15](=[CH:16][CH:17]=[C:18]([O:21][CH2:22][CH2:23][NH:24][S:25]([C:28]5[CH:29]=N[N:31]([CH3:33])[CH:32]=5)(=[O:27])=[O:26])[CH:19]=4)[CH2:14][CH2:13][N:12]=3)[CH2:10][CH2:9]2)=[CH:4][CH:3]=1.[BH4-].[Na+].[CH3:36]O. Product: [Cl:1][C:2]1[CH:3]=[CH:4][C:5]([C:8]2([CH:11]3[C:20]4[C:15](=[CH:16][CH:17]=[C:18]([O:21][CH2:22][CH2:23][NH:24][S:25]([C:28]5[CH:32]=[N:31][CH:33]=[CH:36][CH:29]=5)(=[O:27])=[O:26])[CH:19]=4)[CH2:14][CH2:13][NH:12]3)[CH2:10][CH2:9]2)=[CH:6][CH:7]=1. The catalyst class is: 6. (5) Reactant: [CH3:1]/[C:2](/[CH:7]=[CH:8]/[CH:9]=[C:10](\[CH3:22])/[CH:11]=[CH:12]/[C:13]1[C:18]([CH3:20])([CH3:19])[CH2:17][CH2:16][CH2:15][C:14]=1[CH3:21])=[CH:3]\[C:4]([OH:6])=[O:5].[O:23]([C@@H:27]([CH2:30][O:31][N+:32]([O-:34])=[O:33])[CH2:28]O)[N+:24]([O-:26])=[O:25].C1(N=C=NC2CCCCC2)CCCCC1. Product: [N+:24]([O:23][C@@H:27]([CH2:30][O:31][N+:32]([O-:34])=[O:33])[CH2:28][O:5][C:4](=[O:6])/[CH:3]=[C:2](\[CH3:1])/[CH:7]=[CH:8]/[CH:9]=[C:10](\[CH3:22])/[CH:11]=[CH:12]/[C:13]1[C:18]([CH3:20])([CH3:19])[CH2:17][CH2:16][CH2:15][C:14]=1[CH3:21])([O-:26])=[O:25]. The catalyst class is: 143. (6) Reactant: [Cl:1][C:2]1[C:7](I)=[CH:6][CH:5]=[CH:4][N:3]=1.[CH:9]1(B(O)O)[CH2:11][CH2:10]1.C(=O)([O-])[O-].[K+].[K+]. Product: [Cl:1][C:2]1[C:7]([CH:9]2[CH2:11][CH2:10]2)=[CH:6][CH:5]=[CH:4][N:3]=1. The catalyst class is: 660.